Dataset: Forward reaction prediction with 1.9M reactions from USPTO patents (1976-2016). Task: Predict the product of the given reaction. (1) Given the reactants [CH:1](Cl)(Cl)Cl.[CH3:5][CH2:6][C:7]([C:9]1[CH:14]=[CH:13][C:12](O)=[CH:11][CH:10]=1)=[O:8].Cl.[OH2:17].[OH-:18].[Na+], predict the reaction product. The product is: [OH:17][C:12]1[CH:13]=[CH:14][C:9]([C:7](=[O:8])[CH2:6][CH3:5])=[CH:10][C:11]=1[CH:1]=[O:18]. (2) Given the reactants [CH2:1]([O:3][C:4]1[CH:9]=[CH:8][C:7]([S:10]([NH:13][C@H:14]([C:17]2[CH:22]=[CH:21][CH:20]=[CH:19][CH:18]=2)[CH2:15][CH3:16])(=[O:12])=[O:11])=[CH:6][CH:5]=1)[CH3:2].Br[CH2:24][C:25]1[CH:34]=[CH:33][C:28]([C:29]([O:31][CH3:32])=[O:30])=[CH:27][CH:26]=1.C([O-])([O-])=O.[K+].[K+], predict the reaction product. The product is: [CH2:1]([O:3][C:4]1[CH:5]=[CH:6][C:7]([S:10]([N:13]([CH2:24][C:25]2[CH:34]=[CH:33][C:28]([C:29]([O:31][CH3:32])=[O:30])=[CH:27][CH:26]=2)[C@H:14]([C:17]2[CH:22]=[CH:21][CH:20]=[CH:19][CH:18]=2)[CH2:15][CH3:16])(=[O:12])=[O:11])=[CH:8][CH:9]=1)[CH3:2]. (3) The product is: [F:1][C:2]([F:19])([CH:8]([O:18][S:26]([C:23]1[CH:24]=[CH:25][C:20]([CH3:30])=[CH:21][CH:22]=1)(=[O:28])=[O:27])[C:9]1[CH:14]=[CH:13][C:12]([N+:15]([O-:17])=[O:16])=[CH:11][CH:10]=1)[C:3]([O:5][CH2:6][CH3:7])=[O:4]. Given the reactants [F:1][C:2]([F:19])([CH:8]([OH:18])[C:9]1[CH:14]=[CH:13][C:12]([N+:15]([O-:17])=[O:16])=[CH:11][CH:10]=1)[C:3]([O:5][CH2:6][CH3:7])=[O:4].[C:20]1([CH3:30])[CH:25]=[CH:24][C:23]([S:26](Cl)(=[O:28])=[O:27])=[CH:22][CH:21]=1, predict the reaction product.